Dataset: Full USPTO retrosynthesis dataset with 1.9M reactions from patents (1976-2016). Task: Predict the reactants needed to synthesize the given product. (1) Given the product [NH2:20][CH2:21][C@H:22]([OH:30])[CH2:23][N:24]1[CH2:25][CH2:26][O:27][CH2:28][CH2:29]1, predict the reactants needed to synthesize it. The reactants are: FC1C=C2C(=CC=1)NC(=O)C2.N1C=CN=C1C(N)=O.[NH2:20][CH2:21][C@@H:22]([OH:30])[CH2:23][N:24]1[CH2:29][CH2:28][O:27][CH2:26][CH2:25]1.C(N(CC)CC)C. (2) The reactants are: [C:1]([C:3]1[N:8]=[C:7]([N:9]2[CH:13]=[CH:12][CH2:11][N:10]2C(OCC)=O)[CH:6]=[CH:5][C:4]=1OS(C(F)(F)F)(=O)=O)#[N:2].[C:27]1(B(O)O)[CH:32]=[CH:31][CH:30]=[CH:29][CH:28]=1.[C:36](=[O:39])([O-])[O-:37].[K+].[K+].O.CO[CH2:45][CH2:46]OC. Given the product [C:1]([C:3]1[N:8]=[C:7]([N:9]2[CH:13]=[C:12]([C:36]([O:37][CH2:45][CH3:46])=[O:39])[CH:11]=[N:10]2)[CH:6]=[CH:5][C:4]=1[C:27]1[CH:32]=[CH:31][CH:30]=[CH:29][CH:28]=1)#[N:2], predict the reactants needed to synthesize it. (3) Given the product [CH3:21][OH:22].[NH4+:3].[OH-:22].[Cl:13][C:10]1[C:9]2[C:4](=[N:5][CH:6]=[CH:7][CH:8]=2)[N:3]=[C:2]([CH:15]2[CH2:17][CH2:16]2)[C:11]=1[CH3:12], predict the reactants needed to synthesize it. The reactants are: Cl[C:2]1[C:11]([CH3:12])=[C:10]([Cl:13])[C:9]2[C:4](=[N:5][CH:6]=[CH:7][CH:8]=2)[N:3]=1.[Br-].[CH:15]1([Zn+])[CH2:17][CH2:16]1.C1C[O:22][CH2:21]C1. (4) Given the product [NH2:1][C:4]1[CH:5]=[C:6]([O:10][C:11](=[O:14])[NH:12][CH3:13])[CH:7]=[CH:8][CH:9]=1, predict the reactants needed to synthesize it. The reactants are: [N+:1]([C:4]1[CH:5]=[C:6]([O:10][C:11](=[O:14])[NH:12][CH3:13])[CH:7]=[CH:8][CH:9]=1)([O-])=O. (5) Given the product [CH:33]1([CH2:32][CH:31]([N:4]2[C:3](=[O:15])[CH:2]=[C:7]([O:27][C:22]3[CH:23]=[CH:24][CH:25]=[CH:26][C:21]=3[N:16]3[CH2:17][CH2:18][CH2:19][CH2:20]3)[CH:6]=[N:5]2)[C:30]([OH:29])=[O:39])[CH2:37][CH2:36][CH2:35][CH2:34]1, predict the reactants needed to synthesize it. The reactants are: Cl[C:2]1[C:3](=[O:15])[N:4](C2CCCCO2)[N:5]=[CH:6][C:7]=1Cl.[N:16]1([C:21]2[CH:26]=[CH:25][CH:24]=[CH:23][C:22]=2[OH:27])[CH2:20][CH2:19][CH2:18][CH2:17]1.C[O:29][C:30](=[O:39])[CH:31](Br)[CH2:32][CH:33]1[CH2:37][CH2:36][CH2:35][CH2:34]1. (6) Given the product [CH2:2]([O:12][C:13]1[CH:18]=[CH:17][C:16]([NH2:19])=[CH:15][CH:14]=1)[CH2:3][CH2:4][CH2:5][CH2:6][CH2:7][CH2:8][CH2:9][CH2:10][CH3:11], predict the reactants needed to synthesize it. The reactants are: Cl.[CH2:2]([O:12][C:13]1[CH:18]=[CH:17][C:16]([N+:19]([O-])=O)=[CH:15][CH:14]=1)[CH2:3][CH2:4][CH2:5][CH2:6][CH2:7][CH2:8][CH2:9][CH2:10][CH3:11].O.O.[Sn](Cl)Cl.